Regression. Given a peptide amino acid sequence and an MHC pseudo amino acid sequence, predict their binding affinity value. This is MHC class I binding data. From a dataset of Peptide-MHC class I binding affinity with 185,985 pairs from IEDB/IMGT. (1) The peptide sequence is LLFYTRHRF. The binding affinity (normalized) is 0.913. The MHC is HLA-A32:01 with pseudo-sequence HLA-A32:01. (2) The peptide sequence is APSVLNLAF. The MHC is HLA-B07:02 with pseudo-sequence HLA-B07:02. The binding affinity (normalized) is 0.564. (3) The peptide sequence is ERWHSLIK. The MHC is HLA-B27:05 with pseudo-sequence HLA-B27:05. The binding affinity (normalized) is 0.540. (4) The peptide sequence is LPGPSDTPI. The MHC is HLA-B07:02 with pseudo-sequence HLA-B07:02. The binding affinity (normalized) is 0.398. (5) The peptide sequence is FVNRYGVAY. The MHC is HLA-B08:02 with pseudo-sequence HLA-B08:02. The binding affinity (normalized) is 0.0847. (6) The peptide sequence is RDFPTAFEF. The MHC is Mamu-B52 with pseudo-sequence Mamu-B52. The binding affinity (normalized) is 0.635. (7) The peptide sequence is TTDADVFWI. The MHC is Mamu-A01 with pseudo-sequence Mamu-A01. The binding affinity (normalized) is 0.536. (8) The peptide sequence is RRYTRRISL. The MHC is HLA-A11:01 with pseudo-sequence HLA-A11:01. The binding affinity (normalized) is 0.0847. (9) The peptide sequence is GVGAPTTTY. The MHC is HLA-B58:01 with pseudo-sequence HLA-B58:01. The binding affinity (normalized) is 0.0847.